From a dataset of Full USPTO retrosynthesis dataset with 1.9M reactions from patents (1976-2016). Predict the reactants needed to synthesize the given product. The reactants are: C[O:2][C:3]([C:5]1[CH:6]=[C:7]([Br:14])[CH:8]=[C:9]2[C:13]=1[NH:12][CH:11]=[CH:10]2)=[O:4].Cl. Given the product [Br:14][C:7]1[CH:8]=[C:9]2[C:13](=[C:5]([C:3]([OH:4])=[O:2])[CH:6]=1)[NH:12][CH:11]=[CH:10]2, predict the reactants needed to synthesize it.